Dataset: Catalyst prediction with 721,799 reactions and 888 catalyst types from USPTO. Task: Predict which catalyst facilitates the given reaction. (1) Product: [F:1][C:2]([F:21])([C:14]1[CH:19]=[CH:18][C:17]([F:20])=[CH:16][CH:15]=1)[C:3]1[N:8]=[C:7]2[N:9]([CH3:12])[N:10]=[CH:11][C:6]2=[C:5]([NH:33][C:30]2[CH:29]=[C:28]([CH3:27])[NH:32][N:31]=2)[N:4]=1. The catalyst class is: 3. Reactant: [F:1][C:2]([F:21])([C:14]1[CH:19]=[CH:18][C:17]([F:20])=[CH:16][CH:15]=1)[C:3]1[N:8]=[C:7]2[N:9]([CH3:12])[N:10]=[CH:11][C:6]2=[C:5](O)[N:4]=1.P(Cl)(Cl)(Cl)=O.[CH3:27][C:28]1[NH:32][N:31]=[C:30]([NH2:33])[CH:29]=1.CCN(C(C)C)C(C)C.[I-].[K+].CC(O)=O. (2) Reactant: [CH2:1]([OH:8])[C:2]1[CH:7]=[CH:6][CH:5]=[CH:4][CH:3]=1.C(=O)([O-])[O-].[K+].[K+].CN(C)C=O.F[C:21]1[CH:22]=[CH:23][C:24]([N+:29]([O-:31])=[O:30])=[C:25]([CH:28]=1)[NH:26][CH3:27]. Product: [CH2:1]([O:8][C:21]1[CH:22]=[CH:23][C:24]([N+:29]([O-:31])=[O:30])=[C:25]([CH:28]=1)[NH:26][CH3:27])[C:2]1[CH:7]=[CH:6][CH:5]=[CH:4][CH:3]=1. The catalyst class is: 6. (3) Reactant: [C:1](Cl)(=O)C.[Cl:5][C:6]1[N:11]=[C:10]([C:12]([OH:14])=[O:13])[CH:9]=[CH:8][C:7]=1[O:15][CH:16]([CH3:18])[CH3:17]. Product: [Cl:5][C:6]1[N:11]=[C:10]([C:12]([O:14][CH3:1])=[O:13])[CH:9]=[CH:8][C:7]=1[O:15][CH:16]([CH3:18])[CH3:17]. The catalyst class is: 5. (4) Reactant: CCO.[C:4]([O:8][C:9]([NH:11][CH2:12][CH:13]([CH2:19][C:20]1[CH:25]=[CH:24][C:23]([O:26][CH2:27][CH2:28][OH:29])=[CH:22][CH:21]=1)[C:14]([O:16]CC)=[O:15])=[O:10])([CH3:7])([CH3:6])[CH3:5].[Li+].[OH-]. Product: [C:4]([O:8][C:9]([NH:11][CH2:12][CH:13]([CH2:19][C:20]1[CH:25]=[CH:24][C:23]([O:26][CH2:27][CH2:28][OH:29])=[CH:22][CH:21]=1)[C:14]([OH:16])=[O:15])=[O:10])([CH3:5])([CH3:7])[CH3:6]. The catalyst class is: 1. (5) Reactant: [CH3:1][C:2]([N:7]1[CH2:12][CH2:11][N:10]([C:13]2[CH:18]=[CH:17][C:16]([C:19]([F:22])([F:21])[F:20])=[CH:15][N:14]=2)[CH2:9][CH2:8]1)([CH3:6])[C:3](O)=[O:4].CCN([CH:29]([CH3:31])[CH3:30])C(C)C.O.O[C:34]1[C:42]2[N:41]=NN[C:38]=2[CH:37]=[CH:36][CH:35]=1.Cl.[CH3:44]N(C)CCCN=C=NCC. Product: [CH:34]12[CH2:31][CH:29]3[CH2:44][CH:36]([CH2:37][CH:38]([CH2:30]3)[CH:42]1[NH:41][C:3](=[O:4])[C:2]([CH3:1])([N:7]1[CH2:12][CH2:11][N:10]([C:13]3[CH:18]=[CH:17][C:16]([C:19]([F:20])([F:21])[F:22])=[CH:15][N:14]=3)[CH2:9][CH2:8]1)[CH3:6])[CH2:35]2. The catalyst class is: 2. (6) Reactant: [C:1]([CH:4]1[CH2:9][CH2:8][CH2:7][N:6]([C:10]([O:12][C:13]([CH3:16])([CH3:15])[CH3:14])=[O:11])[CH2:5]1)(=O)[NH2:2].C(N(CC)CC)C.FC(F)(F)C(OC(=O)C(F)(F)F)=O. Product: [C:1]([CH:4]1[CH2:9][CH2:8][CH2:7][N:6]([C:10]([O:12][C:13]([CH3:16])([CH3:15])[CH3:14])=[O:11])[CH2:5]1)#[N:2]. The catalyst class is: 4. (7) Reactant: [CH3:1][C@H:2]1[CH2:6][C@@H:5]([NH:7][S:8]([C:11]2[CH:16]=[CH:15][CH:14]=[C:13]([C:17]([F:20])([F:19])[F:18])[CH:12]=2)(=[O:10])=[O:9])[CH2:4][N:3]1[C:21](OC(C)(C)C)=O.Cl.CC[N:31](C(C)C)C(C)C.BrC#N.C(O)C(N)(CO)CO. Product: [C:21]([N:3]1[C@@H:2]([CH3:1])[CH2:6][C@@H:5]([NH:7][S:8]([C:11]2[CH:16]=[CH:15][CH:14]=[C:13]([C:17]([F:18])([F:20])[F:19])[CH:12]=2)(=[O:9])=[O:10])[CH2:4]1)#[N:31]. The catalyst class is: 135. (8) Reactant: [CH3:1][C:2]1([C:7]2[CH:8]=[N:9][C:10]3[N:11]([C:13]([CH2:16][C:17]4[CH:18]=[C:19]5[C:24](=[CH:25][CH:26]=4)[N:23]=[CH:22][CH:21]=[CH:20]5)=[CH:14][N:15]=3)[N:12]=2)OCC[O:3]1.C([O-])([O-])=O.[Na+].[Na+]. Product: [N:23]1[C:24]2[C:19](=[CH:18][C:17]([CH2:16][C:13]3[N:11]4[N:12]=[C:7]([C:2](=[O:3])[CH3:1])[CH:8]=[N:9][C:10]4=[N:15][CH:14]=3)=[CH:26][CH:25]=2)[CH:20]=[CH:21][CH:22]=1. The catalyst class is: 33. (9) Reactant: [Cl:1][C:2]1[CH:3]=[C:4]([CH:8]=[C:9]([Cl:15])[C:10]=1[C:11]([O:13][CH3:14])=[O:12])[C:5](O)=[O:6].C([N:18](CC)CC)C.ClC(OCC)=O. Product: [C:5]([C:4]1[CH:3]=[C:2]([Cl:1])[C:10]([C:11]([O:13][CH3:14])=[O:12])=[C:9]([Cl:15])[CH:8]=1)(=[O:6])[NH2:18]. The catalyst class is: 20.